From a dataset of Full USPTO retrosynthesis dataset with 1.9M reactions from patents (1976-2016). Predict the reactants needed to synthesize the given product. (1) Given the product [CH3:1][O:2][C@H:3]1[C@@H:9]2[O:10][CH2:11][C@H:12]([O:13][S:31]([CH3:30])(=[O:33])=[O:32])[C@@H:8]2[O:7][C@H:4]1[O:5][CH3:6], predict the reactants needed to synthesize it. The reactants are: [CH3:1][O:2][C@H:3]1[C@@H:9]2[O:10][CH2:11][C@H:12]([O:13]C(C3C=CC=CC=3)=O)[C@@H:8]2[O:7][C@H:4]1[O:5][CH3:6].[OH-].[Na+].N1C=CC=CC=1.[CH3:30][S:31](Cl)(=[O:33])=[O:32]. (2) Given the product [Cl:27][C:28]1[CH:29]=[C:30]([CH:37]([NH:40][C:41]([CH3:44])([CH3:43])[CH3:42])[CH2:38][OH:39])[CH:31]=[C:32]([C:35]#[N:36])[C:33]=1[NH2:34], predict the reactants needed to synthesize it. The reactants are: C([C@](C(O)=O)(O)[C@](C(=O)C1C=CC=CC=1)(O)C(O)=O)(=O)C1C=CC=CC=1.[Cl:27][C:28]1[CH:29]=[C:30]([CH:37]([NH:40][C:41]([CH3:44])([CH3:43])[CH3:42])[CH2:38][OH:39])[CH:31]=[C:32]([C:35]#[N:36])[C:33]=1[NH2:34].[OH-].[Na+]. (3) Given the product [Br:9][C:10]1[C:23]([CH3:24])=[C:22]([C:25]#[N:26])[C:13]2[N:14]=[C:15]([C:17]([N:7]([CH3:8])[CH3:6])=[O:19])[O:16][C:12]=2[C:11]=1[F:27], predict the reactants needed to synthesize it. The reactants are: C[Al](C)C.Cl.[CH3:6][NH:7][CH3:8].[Br:9][C:10]1[C:23]([CH3:24])=[C:22]([C:25]#[N:26])[C:13]2[N:14]=[C:15]([C:17]([O:19]CC)=O)[O:16][C:12]=2[C:11]=1[F:27].Cl. (4) Given the product [O:1]1[C:2]2[CH:9]=[CH:8][CH:7]=[CH:6][C:3]=2[CH:4]=[C:5]1[C:25]1([OH:28])[CH2:26][CH2:27][C:22]([N:21]([CH3:20])[CH3:35])([C:29]2[CH:34]=[CH:33][CH:32]=[CH:31][CH:30]=2)[CH2:23][CH2:24]1, predict the reactants needed to synthesize it. The reactants are: [O:1]1[CH:5]=[CH:4][C:3]2[CH:6]=[CH:7][CH:8]=[CH:9][C:2]1=2.C([Li])(C)(C)C.CCCCC.[CH3:20][N:21]([CH3:35])[C:22]1([C:29]2[CH:34]=[CH:33][CH:32]=[CH:31][CH:30]=2)[CH2:27][CH2:26][C:25](=[O:28])[CH2:24][CH2:23]1. (5) Given the product [CH2:1]([O:8][C:9]1[CH:14]=[CH:13][C:12]([C:15](=[O:22])[CH:16]([CH2:37][C:33]2[CH:34]=[CH:35][CH:36]=[C:31]([O:30][C:26]([F:25])([F:39])[CH:27]([F:28])[F:29])[CH:32]=2)[C:17]([O:19][CH2:20][CH3:21])=[O:18])=[CH:11][CH:10]=1)[C:2]1[CH:3]=[CH:4][CH:5]=[CH:6][CH:7]=1, predict the reactants needed to synthesize it. The reactants are: [CH2:1]([O:8][C:9]1[CH:14]=[CH:13][C:12]([C:15](=[O:22])[CH2:16][C:17]([O:19][CH2:20][CH3:21])=[O:18])=[CH:11][CH:10]=1)[C:2]1[CH:7]=[CH:6][CH:5]=[CH:4][CH:3]=1.[H-].[Na+].[F:25][C:26]([F:39])([O:30][C:31]1[CH:32]=[C:33]([CH2:37]Br)[CH:34]=[CH:35][CH:36]=1)[CH:27]([F:29])[F:28].O. (6) Given the product [S:1]1[CH:5]=[C:4]([CH2:6][C@H:7]([NH:11][C:12]([O:14][C:15]([CH3:18])([CH3:17])[CH3:16])=[O:13])[C:8]([NH:32][CH3:30])=[O:9])[C:3]2[CH:19]=[CH:20][CH:21]=[CH:22][C:2]1=2, predict the reactants needed to synthesize it. The reactants are: [S:1]1[CH:5]=[C:4]([CH2:6][C@@H:7]([NH:11][C:12]([O:14][C:15]([CH3:18])([CH3:17])[CH3:16])=[O:13])[C:8](O)=[O:9])[C:3]2[CH:19]=[CH:20][CH:21]=[CH:22][C:2]1=2.Cl.CN.C1C=CC2N(O)N=[N:32][C:30]=2C=1.C(Cl)CCl.CN1CCOCC1.